From a dataset of NCI-60 drug combinations with 297,098 pairs across 59 cell lines. Regression. Given two drug SMILES strings and cell line genomic features, predict the synergy score measuring deviation from expected non-interaction effect. Drug 1: CCC1(CC2CC(C3=C(CCN(C2)C1)C4=CC=CC=C4N3)(C5=C(C=C6C(=C5)C78CCN9C7C(C=CC9)(C(C(C8N6C=O)(C(=O)OC)O)OC(=O)C)CC)OC)C(=O)OC)O.OS(=O)(=O)O. Drug 2: CCC1=C2CN3C(=CC4=C(C3=O)COC(=O)C4(CC)O)C2=NC5=C1C=C(C=C5)O. Cell line: PC-3. Synergy scores: CSS=18.1, Synergy_ZIP=-7.23, Synergy_Bliss=-1.86, Synergy_Loewe=-4.85, Synergy_HSA=-2.49.